This data is from Catalyst prediction with 721,799 reactions and 888 catalyst types from USPTO. The task is: Predict which catalyst facilitates the given reaction. Reactant: C(O[BH-](OC(=O)C)OC(=O)C)(=O)C.[Na+].[Cl:15][C:16]1[C:17]([CH:28]=O)=[N:18][CH:19]=[C:20]([N:22]([CH3:27])[CH:23]([CH3:26])[CH2:24][CH3:25])[N:21]=1.[CH2:30]([NH:37][CH2:38][CH2:39][OH:40])[C:31]1[CH:36]=[CH:35][CH:34]=[CH:33][CH:32]=1.C(=O)([O-])O.[Na+]. Product: [CH2:30]([N:37]([CH2:28][C:17]1[C:16]([Cl:15])=[N:21][C:20]([N:22]([CH3:27])[CH:23]([CH3:26])[CH2:24][CH3:25])=[CH:19][N:18]=1)[CH2:38][CH2:39][OH:40])[C:31]1[CH:36]=[CH:35][CH:34]=[CH:33][CH:32]=1. The catalyst class is: 477.